Dataset: Full USPTO retrosynthesis dataset with 1.9M reactions from patents (1976-2016). Task: Predict the reactants needed to synthesize the given product. (1) Given the product [CH3:9][O:8][C:6]1[CH:7]=[C:2]2[C:3]([CH:10]=[CH:11][C:12](=[O:14])[NH:1]2)=[CH:4][CH:5]=1, predict the reactants needed to synthesize it. The reactants are: [NH2:1][C:2]1[CH:7]=[C:6]([O:8][CH3:9])[CH:5]=[CH:4][C:3]=1/[CH:10]=[CH:11]/[C:12]([O:14]C)=O. (2) Given the product [CH3:19][O:1][C:2]1[CH:15]=[CH:14][C:13]([CH3:16])=[CH:12][C:3]=1[C:4]([C:6]1[CH:11]=[CH:10][CH:9]=[CH:8][CH:7]=1)=[O:5], predict the reactants needed to synthesize it. The reactants are: [OH:1][C:2]1[CH:15]=[CH:14][C:13]([CH3:16])=[CH:12][C:3]=1[C:4]([C:6]1[CH:11]=[CH:10][CH:9]=[CH:8][CH:7]=1)=[O:5].CI.[CH3:19]C(C)=O.